This data is from Full USPTO retrosynthesis dataset with 1.9M reactions from patents (1976-2016). The task is: Predict the reactants needed to synthesize the given product. (1) Given the product [Br:24][C:25]1[CH:26]=[C:27]2[C:31](=[CH:32][CH:33]=1)[NH:30][C:29](=[O:34])[C:28]2=[CH:7][C:6]1[CH:5]=[C:4]([CH:1]([CH3:3])[CH3:2])[C:11]([O:12][CH2:13][CH2:14][N:15]2[CH2:20][CH2:19][O:18][CH2:17][CH2:16]2)=[C:10]([CH:21]([CH3:23])[CH3:22])[CH:9]=1, predict the reactants needed to synthesize it. The reactants are: [CH:1]([C:4]1[CH:5]=[C:6]([CH:9]=[C:10]([CH:21]([CH3:23])[CH3:22])[C:11]=1[O:12][CH2:13][CH2:14][N:15]1[CH2:20][CH2:19][O:18][CH2:17][CH2:16]1)[CH:7]=O)([CH3:3])[CH3:2].[Br:24][C:25]1[CH:26]=[C:27]2[C:31](=[CH:32][CH:33]=1)[NH:30][C:29](=[O:34])[CH2:28]2.N1CCCC1.Cl. (2) Given the product [F:1][C:2]1[CH:3]=[CH:4][C:5]([CH2:8][CH2:9][N:10]2[C:14]([CH:15]3[CH2:20][CH2:19][N:18]([CH3:21])[CH2:17][CH2:16]3)=[CH:13][C:12]([C:22]([OH:24])=[O:23])=[C:11]2[CH3:29])=[CH:6][CH:7]=1, predict the reactants needed to synthesize it. The reactants are: [F:1][C:2]1[CH:7]=[CH:6][C:5]([CH2:8][CH2:9][N:10]2[C:14]([CH:15]3[CH2:20][CH2:19][N:18]([CH3:21])[CH2:17][CH2:16]3)=[CH:13][C:12]([C:22]([O:24]C(C)(C)C)=[O:23])=[C:11]2[CH3:29])=[CH:4][CH:3]=1.FC(F)(F)C(O)=O. (3) Given the product [C:32]([S:34][CH:25]1[CH2:26][N:23]([C:20]2[S:21][CH:22]=[C:18]([C:16](=[O:17])[NH:15][C@H:10]([CH2:9][O:8][Si:1]([C:4]([CH3:6])([CH3:7])[CH3:5])([CH3:3])[CH3:2])[C@@H:11]([CH3:14])[CH2:12][CH3:13])[N:19]=2)[CH2:24]1)(=[O:35])[CH3:33], predict the reactants needed to synthesize it. The reactants are: [Si:1]([O:8][CH2:9][C@@H:10]([NH:15][C:16]([C:18]1[N:19]=[C:20]([N:23]2[CH2:26][CH:25](OS(C)(=O)=O)[CH2:24]2)[S:21][CH:22]=1)=[O:17])[C@@H:11]([CH3:14])[CH2:12][CH3:13])([C:4]([CH3:7])([CH3:6])[CH3:5])([CH3:3])[CH3:2].[C:32]([O-:35])(=[S:34])[CH3:33].[K+]. (4) Given the product [CH3:21][C:9]1[NH:8][C:16]2[CH:15]=[CH:14][CH:13]=[C:12]([CH2:17][C:18]([OH:20])=[O:19])[C:11]=2[CH:10]=1, predict the reactants needed to synthesize it. The reactants are: C(OC([N:8]1[C:16]2[CH:15]=[CH:14][CH:13]=[C:12]([CH2:17][C:18]([OH:20])=[O:19])[C:11]=2[CH:10]=[C:9]1[CH3:21])=O)(C)(C)C.O.[OH-].[Na+]. (5) Given the product [F:19][C:13]1[C:14]([F:18])=[CH:15][CH:16]=[CH:17][C:12]=1[CH2:11][S:10][C:4]1[N:3]=[C:2]([NH:74][S:71]([N:68]2[CH2:67][CH2:66][CH:65]([N:60]3[CH2:61][CH2:62][CH2:63][CH2:64]3)[CH2:70][CH2:69]2)(=[O:72])=[O:73])[CH:7]=[C:6]([O:8][CH3:9])[N:5]=1, predict the reactants needed to synthesize it. The reactants are: Cl[C:2]1[CH:7]=[C:6]([O:8][CH3:9])[N:5]=[C:4]([S:10][CH2:11][C:12]2[CH:17]=[CH:16][CH:15]=[C:14]([F:18])[C:13]=2[F:19])[N:3]=1.C1(P(C2CCCCC2)C2C=CC=CC=2C2C(C(C)C)=CC(C(C)C)=CC=2C(C)C)CCCCC1.C(=O)([O-])[O-].[Cs+].[Cs+].[N:60]1([CH:65]2[CH2:70][CH2:69][N:68]([S:71]([NH2:74])(=[O:73])=[O:72])[CH2:67][CH2:66]2)[CH2:64][CH2:63][CH2:62][CH2:61]1. (6) Given the product [F:1][C:2]1[CH:3]=[CH:4][C:5]([C:8]2[C:12]([CH2:13][CH2:14][C:15]3[S:16][C:17]([C:21]([N:25]4[CH2:30][CH2:29][S:28][CH2:27][CH2:26]4)=[O:23])=[C:18]([CH3:20])[N:19]=3)=[C:11]([CH3:24])[O:10][N:9]=2)=[N:6][CH:7]=1, predict the reactants needed to synthesize it. The reactants are: [F:1][C:2]1[CH:3]=[CH:4][C:5]([C:8]2[C:12]([CH2:13][CH2:14][C:15]3[S:16][C:17]([C:21]([OH:23])=O)=[C:18]([CH3:20])[N:19]=3)=[C:11]([CH3:24])[O:10][N:9]=2)=[N:6][CH:7]=1.[NH:25]1[CH2:30][CH2:29][S:28][CH2:27][CH2:26]1. (7) The reactants are: O1CCCC1.[CH3:6][C:7]1([CH3:35])[O:12][C:11](=[O:13])[NH:10][C:9]2[N:14]=[CH:15][C:16]([N:18](S(C3SC=CC=3)(=O)=O)[S:19]([C:22]3[S:23][CH:24]=[CH:25][CH:26]=3)(=[O:21])=[O:20])=[CH:17][C:8]1=2. Given the product [CH3:6][C:7]1([CH3:35])[O:12][C:11](=[O:13])[NH:10][C:9]2[N:14]=[CH:15][C:16]([NH:18][S:19]([C:22]3[S:23][CH:24]=[CH:25][CH:26]=3)(=[O:20])=[O:21])=[CH:17][C:8]1=2, predict the reactants needed to synthesize it.